From a dataset of P-glycoprotein inhibition data for predicting drug efflux from Broccatelli et al.. Regression/Classification. Given a drug SMILES string, predict its absorption, distribution, metabolism, or excretion properties. Task type varies by dataset: regression for continuous measurements (e.g., permeability, clearance, half-life) or binary classification for categorical outcomes (e.g., BBB penetration, CYP inhibition). Dataset: pgp_broccatelli. (1) The compound is COc1cc(Br)c(C[C@H]2c3cc(OC)c(OC)cc3CCN2C)cc1OC. The result is 1 (inhibitor). (2) The compound is COc1ccc2c(c1OC)C(=O)O[C@@H]2[C@H]1c2c(cc3c(c2OC)OCO3)CCN1C. The result is 1 (inhibitor).